This data is from Full USPTO retrosynthesis dataset with 1.9M reactions from patents (1976-2016). The task is: Predict the reactants needed to synthesize the given product. (1) Given the product [CH:1]1([NH:4][C:5](=[O:6])[C:7]2[CH:12]=[CH:11][C:10]([C:13]3[N:17]4[CH:18]=[C:19]([O:36][C:37]5[CH:42]=[CH:41][CH:40]=[C:39]([F:43])[CH:38]=5)[CH:20]=[C:21]([NH:22][CH2:30][CH2:31][C:32]([F:35])([F:34])[F:33])[C:16]4=[N:15][CH:14]=3)=[CH:9][C:8]=2[CH3:44])[CH2:2][CH2:3]1, predict the reactants needed to synthesize it. The reactants are: [CH:1]1([NH:4][C:5]([C:7]2[CH:12]=[CH:11][C:10]([C:13]3[N:17]4[CH:18]=[C:19]([O:36][C:37]5[CH:42]=[CH:41][CH:40]=[C:39]([F:43])[CH:38]=5)[CH:20]=[C:21]([N:22]([CH2:30][CH2:31][C:32]([F:35])([F:34])[F:33])C(=O)OC(C)(C)C)[C:16]4=[N:15][CH:14]=3)=[CH:9][C:8]=2[CH3:44])=[O:6])[CH2:3][CH2:2]1.FC(F)(F)C(O)=O. (2) Given the product [CH3:1][O:2][C:3]([C:5]1[CH:14]=[C:13]2[C:8]([C@H:9]([NH:15][C:24]([O:23][CH2:16][C:17]3[CH:22]=[CH:21][CH:20]=[CH:19][CH:18]=3)=[O:25])[CH2:10][CH2:11][S:12]2)=[CH:7][CH:6]=1)=[O:4], predict the reactants needed to synthesize it. The reactants are: [CH3:1][O:2][C:3]([C:5]1[CH:14]=[C:13]2[C:8]([C@H:9]([NH2:15])[CH2:10][CH2:11][S:12]2)=[CH:7][CH:6]=1)=[O:4].[CH2:16]([O:23][C:24](Cl)=[O:25])[C:17]1[CH:22]=[CH:21][CH:20]=[CH:19][CH:18]=1. (3) Given the product [CH3:33][N:2]([CH3:1])[C:3]1[C:8]([CH2:9][C:10]([OH:12])=[O:11])=[CH:7][N:6]=[C:5]([CH2:14][C:15]2[CH:16]=[CH:17][C:18]([NH:21][C:22]([O:24][CH2:25][C:26]3[CH:31]=[CH:30][C:29]([F:32])=[CH:28][CH:27]=3)=[O:23])=[CH:19][CH:20]=2)[N:4]=1, predict the reactants needed to synthesize it. The reactants are: [CH3:1][N:2]([CH3:33])[C:3]1[C:8]([CH2:9][C:10]([O:12]C)=[O:11])=[CH:7][N:6]=[C:5]([CH2:14][C:15]2[CH:20]=[CH:19][C:18]([NH:21][C:22]([O:24][CH2:25][C:26]3[CH:31]=[CH:30][C:29]([F:32])=[CH:28][CH:27]=3)=[O:23])=[CH:17][CH:16]=2)[N:4]=1.[OH-].[Na+].